From a dataset of Reaction yield outcomes from USPTO patents with 853,638 reactions. Predict the reaction yield, written as a fraction of the theoretical maximum amount of product (1.0 means a 100% yield; for example, 0.34 means a 34% yield). The reactants are [CH2:1]([N:8]1[C:12]([NH2:13])=[C:11]([C:14]2[CH:19]=[CH:18][C:17]([Br:20])=[C:16]([O:21][CH3:22])[CH:15]=2)[CH:10]=[N:9]1)[C:2]1[CH:7]=[CH:6][CH:5]=[CH:4][CH:3]=1.C=O.O.[C:26](=O)(O)[O-].[Na+]. The catalyst is C(O)(C(F)(F)F)=O. The product is [CH2:1]([N:8]1[C:12]2[N:13]=[CH:26][C:19]3[CH:18]=[C:17]([Br:20])[C:16]([O:21][CH3:22])=[CH:15][C:14]=3[C:11]=2[CH:10]=[N:9]1)[C:2]1[CH:7]=[CH:6][CH:5]=[CH:4][CH:3]=1. The yield is 0.430.